Dataset: Catalyst prediction with 721,799 reactions and 888 catalyst types from USPTO. Task: Predict which catalyst facilitates the given reaction. (1) The catalyst class is: 1. Product: [CH3:14][N:15]([CH3:16])[C:8]1[CH2:9][C:10]2[C:6]([CH:7]=1)=[CH:5][C:4]([N+:1]([O-:3])=[O:2])=[CH:12][CH:11]=2. Reactant: [N+:1]([C:4]1[CH:5]=[C:6]2[C:10](=[CH:11][CH:12]=1)[CH2:9][C:8](=O)[CH2:7]2)([O-:3])=[O:2].[CH3:14][NH:15][CH3:16].O. (2) Reactant: Br[C:2]1[C:3]2[C:8]([C:9]3[CH:10]=[CH:11][CH:12]=[CH:13][C:14]=3[CH:15]=1)=[CH:7][CH:6]=[CH:5][CH:4]=2.[NH2-].[Na+].[O:18]1[CH:22]=[CH:21][CH:20]=[CH:19]1. Product: [O:18]1[CH:22]2[C:2]3[C:3]4[C:8]([C:9]5[C:14]([C:15]=3[CH:19]1[CH:20]=[CH:21]2)=[CH:13][CH:12]=[CH:11][CH:10]=5)=[CH:7][CH:6]=[CH:5][CH:4]=4. The catalyst class is: 1. (3) Reactant: [Cl:1][C:2]1[CH:10]=[C:9]2[C:5]([CH2:6][C:7](=[O:11])[NH:8]2)=[CH:4][CH:3]=1.[CH3:12][O:13][C:14](=[O:30])[C:15]([O:20][C:21]1[CH:26]=[CH:25][C:24]([Cl:27])=[CH:23][C:22]=1[CH:28]=O)([CH2:18][CH3:19])[CH2:16][CH3:17].N1CCCC1. Product: [CH3:12][O:13][C:14](=[O:30])[C:15]([O:20][C:21]1[CH:26]=[CH:25][C:24]([Cl:27])=[CH:23][C:22]=1/[CH:28]=[C:6]1\[C:7](=[O:11])[NH:8][C:9]2[C:5]\1=[CH:4][CH:3]=[C:2]([Cl:1])[CH:10]=2)([CH2:16][CH3:17])[CH2:18][CH3:19]. The catalyst class is: 5. (4) Product: [C:1]([C@H:5]1[CH2:6][CH2:7][C@H:8]([O:11][C:12]2[CH:13]=[CH:14][C:15]([C:18]3[CH:23]=[CH:22][C:21]([CH2:24][NH:26][CH2:27][CH2:28][C:29]([OH:31])=[O:30])=[CH:20][CH:19]=3)=[CH:16][CH:17]=2)[CH2:9][CH2:10]1)([CH3:4])([CH3:3])[CH3:2]. The catalyst class is: 5. Reactant: [C:1]([C@H:5]1[CH2:10][CH2:9][C@H:8]([O:11][C:12]2[CH:17]=[CH:16][C:15]([C:18]3[CH:23]=[CH:22][C:21]([CH:24]=O)=[CH:20][CH:19]=3)=[CH:14][CH:13]=2)[CH2:7][CH2:6]1)([CH3:4])([CH3:3])[CH3:2].[NH2:26][CH2:27][CH2:28][C:29]([OH:31])=[O:30].[BH-](OC(C)=O)(OC(C)=O)OC(C)=O.[Na+].CC(O)=O. (5) Reactant: C[O:2][C:3](=[O:39])[CH2:4][CH2:5][NH:6][C:7](=[O:38])[C:8]1[CH:13]=[CH:12][C:11]([CH2:14][N:15]([C:26]2[CH:31]=[CH:30][C:29]([C:32]3[CH2:37][CH2:36][CH2:35][CH2:34][CH:33]=3)=[CH:28][CH:27]=2)[C:16]([NH:18][C:19]2[CH:24]=[CH:23][CH:22]=[C:21]([Br:25])[CH:20]=2)=[O:17])=[CH:10][CH:9]=1.[OH-].[Li+].Cl. Product: [Br:25][C:21]1[CH:20]=[C:19]([NH:18][C:16](=[O:17])[N:15]([CH2:14][C:11]2[CH:10]=[CH:9][C:8]([C:7]([NH:6][CH2:5][CH2:4][C:3]([OH:39])=[O:2])=[O:38])=[CH:13][CH:12]=2)[C:26]2[CH:27]=[CH:28][C:29]([C:32]3[CH2:37][CH2:36][CH2:35][CH2:34][CH:33]=3)=[CH:30][CH:31]=2)[CH:24]=[CH:23][CH:22]=1. The catalyst class is: 20. (6) Reactant: C(=O)([O-])[O-].[Li+].[Li+].Cl[CH2:8][C:9]1[O:13][N:12]=[C:11]([CH2:14][C:15]2[CH:20]=[CH:19][CH:18]=[C:17]([I:21])[CH:16]=2)[N:10]=1.[OH:22][C:23]1[C:28]([CH3:29])=[C:27]([OH:30])[CH:26]=[CH:25][C:24]=1[C:31](=[O:33])[CH3:32].C1C2C(C3ON=C(N)N=3)CN(C2)C1. Product: [OH:22][C:23]1[C:28]([CH3:29])=[C:27]([O:30][CH2:8][C:9]2[O:13][N:12]=[C:11]([CH2:14][C:15]3[CH:20]=[CH:19][CH:18]=[C:17]([I:21])[CH:16]=3)[N:10]=2)[CH:26]=[CH:25][C:24]=1[C:31](=[O:33])[CH3:32]. The catalyst class is: 35. (7) Reactant: ClC1C=C(C(OO)=[O:9])C=CC=1.[Cl:12][C:13]1[CH:18]=[CH:17][C:16]([C:19]([C:21]2[CH:22]=[C:23]3[C:28](=[CH:29][CH:30]=2)[N:27]=[CH:26][CH:25]=[C:24]3[CH2:31][CH2:32][C:33]2[CH:38]=[CH:37][CH:36]=[C:35]([Cl:39])[CH:34]=2)=[O:20])=[CH:15][CH:14]=1.C([O-])([O-])=O.[K+].[K+]. Product: [Cl:12][C:13]1[CH:18]=[CH:17][C:16]([C:19]([C:21]2[CH:22]=[C:23]3[C:28](=[CH:29][CH:30]=2)[N+:27]([O-:9])=[CH:26][CH:25]=[C:24]3[CH2:31][CH2:32][C:33]2[CH:38]=[CH:37][CH:36]=[C:35]([Cl:39])[CH:34]=2)=[O:20])=[CH:15][CH:14]=1. The catalyst class is: 2.